The task is: Binary Classification. Given a T-cell receptor sequence (or CDR3 region) and an epitope sequence, predict whether binding occurs between them.. This data is from TCR-epitope binding with 47,182 pairs between 192 epitopes and 23,139 TCRs. (1) The epitope is QASQEVKNW. The TCR CDR3 sequence is CASSDRGPSYEQYF. Result: 0 (the TCR does not bind to the epitope). (2) The epitope is EPLPQGQLTAY. The TCR CDR3 sequence is CSADGGGGYTF. Result: 0 (the TCR does not bind to the epitope).